This data is from NCI-60 drug combinations with 297,098 pairs across 59 cell lines. The task is: Regression. Given two drug SMILES strings and cell line genomic features, predict the synergy score measuring deviation from expected non-interaction effect. (1) Drug 1: CC1=C2C(C(=O)C3(C(CC4C(C3C(C(C2(C)C)(CC1OC(=O)C(C(C5=CC=CC=C5)NC(=O)C6=CC=CC=C6)O)O)OC(=O)C7=CC=CC=C7)(CO4)OC(=O)C)O)C)OC(=O)C. Drug 2: CC12CCC3C(C1CCC2OP(=O)(O)O)CCC4=C3C=CC(=C4)OC(=O)N(CCCl)CCCl.[Na+]. Cell line: ACHN. Synergy scores: CSS=36.5, Synergy_ZIP=11.6, Synergy_Bliss=11.5, Synergy_Loewe=10.9, Synergy_HSA=12.2. (2) Drug 2: C1C(C(OC1N2C=NC(=NC2=O)N)CO)O. Drug 1: CC(C)(C#N)C1=CC(=CC(=C1)CN2C=NC=N2)C(C)(C)C#N. Cell line: PC-3. Synergy scores: CSS=13.6, Synergy_ZIP=-4.71, Synergy_Bliss=-0.655, Synergy_Loewe=2.95, Synergy_HSA=3.32.